Predict the reactants needed to synthesize the given product. From a dataset of Full USPTO retrosynthesis dataset with 1.9M reactions from patents (1976-2016). (1) Given the product [Cl:25][C:16]1[CH:17]=[C:18]([CH:19]=[CH:20][C:15]=1[Cl:14])[CH2:21][NH:22][C:23]1[O:11][C:10]([C:7]2[S:6][C:5]3=[CH:4][N:3]=[C:2]([CH3:1])[N:9]3[N:8]=2)=[N:12][N:13]=1, predict the reactants needed to synthesize it. The reactants are: [CH3:1][C:2]1[N:9]2[C:5]([S:6][C:7]([C:10]([NH:12][NH2:13])=[O:11])=[N:8]2)=[CH:4][N:3]=1.[Cl:14][C:15]1[CH:20]=[CH:19][C:18]([CH2:21][N:22]=[C:23]=O)=[CH:17][C:16]=1[Cl:25].ClC(Cl)(Cl)Cl.CCN(CC)CC.C1(P(C2C=CC=CC=2)C2C=CC=CC=2)C=CC=CC=1. (2) Given the product [C:1]([NH:5][C@@H:6]1[CH2:11][CH2:10][CH2:9][C@@H:8]1[NH:12][C:13]([C:15]1[CH:16]=[CH:17][C:18]2[CH:19]=[C:20]3[C:27](=[O:28])[NH:26][CH2:25][CH2:24][N:21]3[C:22]=2[CH:23]=1)=[O:14])(=[O:4])[CH:2]=[CH2:3], predict the reactants needed to synthesize it. The reactants are: [C:1]([NH:5][C:6]1C=[C:8]([NH:12][C:13]([C:15]2[CH:16]=[CH:17][C:18]3[CH:19]=[C:20]4[C:27](=[O:28])[NH:26][CH2:25][CH2:24][N:21]4[C:22]=3[CH:23]=2)=[O:14])[CH:9]=[CH:10][CH:11]=1)(=[O:4])[CH:2]=[CH2:3].N[C@H]1CCC[C@H]1NC(=O)C=C. (3) Given the product [F:12][C:13]([F:22])([F:23])[C:14]1[CH:21]=[CH:20][C:17]([CH2:18][NH:1][C:2]2[CH:10]=[C:6]([C:7]([OH:9])=[O:8])[C:5]([OH:11])=[CH:4][CH:3]=2)=[CH:16][CH:15]=1, predict the reactants needed to synthesize it. The reactants are: [NH2:1][C:2]1[CH:10]=[C:6]([C:7]([OH:9])=[O:8])[C:5]([OH:11])=[CH:4][CH:3]=1.[F:12][C:13]([F:23])([F:22])[C:14]1[CH:21]=[CH:20][C:17]([CH2:18]Cl)=[CH:16][CH:15]=1.